Dataset: Reaction yield outcomes from USPTO patents with 853,638 reactions. Task: Predict the reaction yield, written as a fraction of the theoretical maximum amount of product (1.0 means a 100% yield; for example, 0.34 means a 34% yield). (1) The reactants are [Cl:1][C:2]1[CH:3]=[C:4]2[C:8](=[CH:9][C:10]=1[Cl:11])[NH:7][CH:6]=[C:5]2[C:12](=[O:17])[C:13]([F:16])([F:15])[F:14].[H-].[Na+].[CH3:20][N:21]([CH2:23][C:24](Cl)=O)[CH3:22].CN(C=[O:31])C. No catalyst specified. The product is [Cl:1][C:2]1[CH:3]=[C:4]2[C:8](=[CH:9][C:10]=1[Cl:11])[N:7]([CH2:24][C:23]([N:21]([CH3:22])[CH3:20])=[O:31])[CH:6]=[C:5]2[C:12](=[O:17])[C:13]([F:14])([F:15])[F:16]. The yield is 0.780. (2) The reactants are [N:1]1([C:6]2[CH:11]=[CH:10][C:9]([C:12](=[O:28])[CH2:13][C:14]([C:20]3[CH:25]=[C:24]([Cl:26])[CH:23]=[C:22]([Cl:27])[CH:21]=3)(O)[C:15]([F:18])([F:17])[F:16])=[CH:8][CH:7]=2)[CH:5]=[CH:4][N:3]=[CH:2]1.S(Cl)(Cl)=O.N1C=CC=CC=1.Cl. The catalyst is O.C1(C)C=CC=CC=1. The product is [N:1]1([C:6]2[CH:7]=[CH:8][C:9]([C:12](=[O:28])[CH:13]=[C:14]([C:20]3[CH:25]=[C:24]([Cl:26])[CH:23]=[C:22]([Cl:27])[CH:21]=3)[C:15]([F:17])([F:18])[F:16])=[CH:10][CH:11]=2)[CH:5]=[CH:4][N:3]=[CH:2]1. The yield is 0.817.